Dataset: Forward reaction prediction with 1.9M reactions from USPTO patents (1976-2016). Task: Predict the product of the given reaction. (1) The product is: [CH3:9][O:10][C:11]1[CH:19]=[C:18]2[C:14]([CH2:15][CH2:16][C:17]2([C:1]2[CH:6]=[CH:5][CH:4]=[CH:3][CH:2]=2)[OH:20])=[CH:13][CH:12]=1. Given the reactants [C:1]1([Mg]Br)[CH:6]=[CH:5][CH:4]=[CH:3][CH:2]=1.[CH3:9][O:10][C:11]1[CH:19]=[C:18]2[C:14]([CH2:15][CH2:16][C:17]2=[O:20])=[CH:13][CH:12]=1.[NH4+].[Cl-].O, predict the reaction product. (2) Given the reactants C(OC([N:11]1[CH2:14][CH:13]([C:15]([NH:17][C:18]2[CH:23]=[CH:22][C:21]([S:24]([CH:27]3[CH2:32][CH2:31][N:30]([C:33]([O:35][C:36]([CH3:39])([CH3:38])[CH3:37])=[O:34])[CH2:29][CH2:28]3)(=[O:26])=[O:25])=[CH:20][CH:19]=2)=[O:16])[CH2:12]1)=O)C1C=CC=CC=1, predict the reaction product. The product is: [NH:11]1[CH2:14][CH:13]([C:15]([NH:17][C:18]2[CH:19]=[CH:20][C:21]([S:24]([CH:27]3[CH2:28][CH2:29][N:30]([C:33]([O:35][C:36]([CH3:39])([CH3:38])[CH3:37])=[O:34])[CH2:31][CH2:32]3)(=[O:26])=[O:25])=[CH:22][CH:23]=2)=[O:16])[CH2:12]1. (3) Given the reactants [NH2:1][C:2]1[C:3](Cl)=[C:4]([NH:10][C@H:11]([C:13]2[N:17]([C:18]3[CH:23]=[CH:22][CH:21]=[CH:20][CH:19]=3)[C:16]3[CH:24]=[C:25]([F:28])[CH:26]=[CH:27][C:15]=3[N:14]=2)[CH3:12])[C:5](=[O:9])[N:6]([CH3:8])[N:7]=1, predict the reaction product. The product is: [NH2:1][C:2]1[CH:3]=[C:4]([NH:10][C@H:11]([C:13]2[N:17]([C:18]3[CH:23]=[CH:22][CH:21]=[CH:20][CH:19]=3)[C:16]3[CH:24]=[C:25]([F:28])[CH:26]=[CH:27][C:15]=3[N:14]=2)[CH3:12])[C:5](=[O:9])[N:6]([CH3:8])[N:7]=1. (4) Given the reactants [F:1][C:2]1[CH:3]=[C:4]([CH:27]2[CH2:32][CH2:31][O:30][CH2:29][CH2:28]2)[C:5]([O:8][CH:9]2[CH2:12][CH:11]([C:13]([C:15]3[N:19](COC)[C:18]4[CH:23]=[CH:24][CH:25]=[CH:26][C:17]=4[N:16]=3)=[O:14])[CH2:10]2)=[N:6][CH:7]=1.Cl, predict the reaction product. The product is: [NH:16]1[C:17]2[CH:26]=[CH:25][CH:24]=[CH:23][C:18]=2[N:19]=[C:15]1[C:13]([C@H:11]1[CH2:10][C@@H:9]([O:8][C:5]2[C:4]([CH:27]3[CH2:32][CH2:31][O:30][CH2:29][CH2:28]3)=[CH:3][C:2]([F:1])=[CH:7][N:6]=2)[CH2:12]1)=[O:14].[NH:16]1[C:17]2[CH:26]=[CH:25][CH:24]=[CH:23][C:18]=2[N:19]=[C:15]1[C:13]([C@H:11]1[CH2:10][C@H:9]([O:8][C:5]2[C:4]([CH:27]3[CH2:32][CH2:31][O:30][CH2:29][CH2:28]3)=[CH:3][C:2]([F:1])=[CH:7][N:6]=2)[CH2:12]1)=[O:14]. (5) Given the reactants C1(C)C=CC(S(O)(=O)=O)=CC=1.[CH3:12][O:13][C:14]([C:16]1[CH:17]=[C:18]([CH3:41])[C:19]2[O:25][C:24]3[C:26]([Cl:37])=[CH:27][C:28]([N:30]([CH2:34][CH2:35][OH:36])[CH2:31][CH2:32]O)=[CH:29][C:23]=3[CH2:22][S:21](=[O:39])(=[O:38])[C:20]=2[CH:40]=1)=[O:15].C(=O)(O)[O-].[Na+], predict the reaction product. The product is: [CH3:12][O:13][C:14]([C:16]1[CH:17]=[C:18]([CH3:41])[C:19]2[O:25][C:24]3[C:26]([Cl:37])=[CH:27][C:28]([N:30]4[CH2:31][CH2:32][O:36][CH2:35][CH2:34]4)=[CH:29][C:23]=3[CH2:22][S:21](=[O:38])(=[O:39])[C:20]=2[CH:40]=1)=[O:15]. (6) Given the reactants [C:1]([O:5][C:6]([N:8]1[CH2:13][CH2:12][N:11]([CH2:14][C:15]2[CH:20]=[CH:19][C:18]([N+:21]([O-])=O)=[CH:17][CH:16]=2)[CH2:10][CH2:9]1)=[O:7])([CH3:4])([CH3:3])[CH3:2], predict the reaction product. The product is: [C:1]([O:5][C:6]([N:8]1[CH2:9][CH2:10][N:11]([CH2:14][C:15]2[CH:16]=[CH:17][C:18]([NH2:21])=[CH:19][CH:20]=2)[CH2:12][CH2:13]1)=[O:7])([CH3:4])([CH3:2])[CH3:3]. (7) The product is: [C:1]([O:5][C:6]([N:8]1[CH2:12][C@@H:11]([CH2:13][N:14]([CH:31]([CH3:32])[CH3:33])[C:15](=[O:30])[C:16]2[CH:21]=[CH:20][C:19]([O:22][CH3:23])=[C:18]([O:24][CH2:25][CH2:26][CH2:27][O:28][CH3:29])[CH:17]=2)[C@H:10]([CH2:34][N:35]([CH:36]2[CH2:37][CH2:38]2)[C:48]([O:46][CH2:45][C:40]([C:41]([O:43][CH3:44])=[O:42])([CH3:47])[CH3:39])=[O:49])[CH2:9]1)=[O:7])([CH3:3])([CH3:4])[CH3:2]. Given the reactants [C:1]([O:5][C:6]([N:8]1[CH2:12][C@@H:11]([CH2:13][N:14]([CH:31]([CH3:33])[CH3:32])[C:15](=[O:30])[C:16]2[CH:21]=[CH:20][C:19]([O:22][CH3:23])=[C:18]([O:24][CH2:25][CH2:26][CH2:27][O:28][CH3:29])[CH:17]=2)[C@H:10]([CH2:34][NH:35][CH:36]2[CH2:38][CH2:37]2)[CH2:9]1)=[O:7])([CH3:4])([CH3:3])[CH3:2].[CH3:39][C:40]([CH3:47])([CH2:45][OH:46])[C:41]([O:43][CH3:44])=[O:42].[C:48](=O)(OC(Cl)(Cl)Cl)[O:49]C(Cl)(Cl)Cl.C(OC(C)(C)C)=O, predict the reaction product. (8) Given the reactants [NH:1]1[CH2:6][CH2:5][CH:4]([CH2:7][OH:8])[CH2:3][CH2:2]1.C(N(CC)C(C)C)(C)C.[C:18](Cl)(=[O:23])[C:19]([CH3:22])([CH3:21])[CH3:20].O, predict the reaction product. The product is: [OH:8][CH2:7][CH:4]1[CH2:5][CH2:6][N:1]([C:18](=[O:23])[C:19]([CH3:22])([CH3:21])[CH3:20])[CH2:2][CH2:3]1. (9) Given the reactants [N:1]([CH2:4][C:5]1[CH:37]=[CH:36][C:8]([O:9][C:10]2[N:15]=[C:14]([CH3:16])[C:13]([CH2:17][N:18]3[CH2:23][CH2:22][CH:21]([N:24]4[C@H:28]([C:29]5[CH:34]=[CH:33][CH:32]=[CH:31][CH:30]=5)[CH2:27][O:26][C:25]4=[O:35])[CH2:20][CH2:19]3)=[CH:12][CH:11]=2)=[CH:7][CH:6]=1)=[N+]=[N-].C1C=CC(P(C2C=CC=CC=2)C2C=CC=CC=2)=CC=1, predict the reaction product. The product is: [NH2:1][CH2:4][C:5]1[CH:6]=[CH:7][C:8]([O:9][C:10]2[N:15]=[C:14]([CH3:16])[C:13]([CH2:17][N:18]3[CH2:19][CH2:20][CH:21]([N:24]4[C@H:28]([C:29]5[CH:30]=[CH:31][CH:32]=[CH:33][CH:34]=5)[CH2:27][O:26][C:25]4=[O:35])[CH2:22][CH2:23]3)=[CH:12][CH:11]=2)=[CH:36][CH:37]=1. (10) Given the reactants [OH:1][C:2]1[CH:3]=[C:4]([C:8]2[NH:9][C:10](=[O:17])[C:11]3[S:16][CH:15]=[CH:14][C:12]=3[N:13]=2)[CH:5]=[CH:6][CH:7]=1.[C:18]([O-])(=[O:20])[CH3:19].[Na+], predict the reaction product. The product is: [O:17]=[C:10]1[NH:9][C:8]([C:4]2[CH:3]=[C:2]([O:1][C:18](=[O:20])[CH3:19])[CH:7]=[CH:6][CH:5]=2)=[N:13][C:12]2[CH:14]=[CH:15][S:16][C:11]1=2.